From a dataset of Forward reaction prediction with 1.9M reactions from USPTO patents (1976-2016). Predict the product of the given reaction. (1) Given the reactants C(OC([N:8]1[CH2:14][CH2:13][CH2:12][N:11]([C:15]2[N:19]([CH2:20][CH2:21][N:22]3[C:26]([CH3:27])=[N:25][N:24]=[N:23]3)[C:18]3[CH:28]=[CH:29][CH:30]=[CH:31][C:17]=3[N:16]=2)[CH2:10][CH2:9]1)=O)(C)(C)C.I.[OH-].[Na+], predict the reaction product. The product is: [N:11]1([C:15]2[N:19]([CH2:20][CH2:21][N:22]3[C:26]([CH3:27])=[N:25][N:24]=[N:23]3)[C:18]3[CH:28]=[CH:29][CH:30]=[CH:31][C:17]=3[N:16]=2)[CH2:12][CH2:13][CH2:14][NH:8][CH2:9][CH2:10]1. (2) Given the reactants [NH2:1][C:2]1[CH:9]=[C:8]([Cl:10])[CH:7]=[CH:6][C:3]=1[C:4]#[N:5].[N-:11]=[N+:12]=[N-:13].[Na+].Cl.C(N(CC)CC)C, predict the reaction product. The product is: [Cl:10][C:8]1[CH:7]=[CH:6][C:3]([C:4]2[NH:13][N:12]=[N:11][N:5]=2)=[C:2]([CH:9]=1)[NH2:1]. (3) Given the reactants [I:1][CH2:2][CH2:3][CH2:4][CH2:5][CH2:6][CH2:7]I.[N:9]1[CH:14]=[CH:13][CH:12]=[CH:11][CH:10]=1, predict the reaction product. The product is: [I-:1].[I-:1].[CH2:2]([N+:9]1[CH:14]=[CH:13][CH:12]=[CH:11][CH:10]=1)[CH2:3][CH2:4][CH2:5][CH2:6][CH2:7][N+:9]1[CH:14]=[CH:13][CH:12]=[CH:11][CH:10]=1. (4) Given the reactants [F:1][C:2]1[C:3]([CH3:37])=[C:4]([CH:34]=[CH:35][CH:36]=1)[O:5][C:6]1[C:7]([C:23]([NH:25][CH2:26][C@@H:27]2[CH2:31][O:30]C(C)(C)[O:28]2)=[O:24])=[C:8]([NH:14][C:15]2[CH:20]=[CH:19][C:18]([I:21])=[CH:17][C:16]=2[F:22])[N:9]([CH3:13])[C:10](=[O:12])[CH:11]=1.Cl, predict the reaction product. The product is: [OH:28][C@@H:27]([CH2:31][OH:30])[CH2:26][NH:25][C:23]([C:7]1[C:6]([O:5][C:4]2[CH:34]=[CH:35][CH:36]=[C:2]([F:1])[C:3]=2[CH3:37])=[CH:11][C:10](=[O:12])[N:9]([CH3:13])[C:8]=1[NH:14][C:15]1[CH:20]=[CH:19][C:18]([I:21])=[CH:17][C:16]=1[F:22])=[O:24]. (5) The product is: [CH2:1]([O:8][C:9](=[O:23])[NH:10][C:11]1[CH:16]=[CH:15][C:14]([C:17]2[CH2:22][CH2:21][N:20]([CH:31]([CH3:33])[CH3:32])[CH2:19][CH:18]=2)=[CH:13][CH:12]=1)[C:2]1[CH:7]=[CH:6][CH:5]=[CH:4][CH:3]=1. Given the reactants [CH2:1]([O:8][C:9](=[O:23])[NH:10][C:11]1[CH:16]=[CH:15][C:14]([C:17]2[CH2:18][CH2:19][NH:20][CH2:21][CH:22]=2)=[CH:13][CH:12]=1)[C:2]1[CH:7]=[CH:6][CH:5]=[CH:4][CH:3]=1.C([O-])([O-])=O.[K+].[K+].I[CH:31]([CH3:33])[CH3:32], predict the reaction product. (6) Given the reactants [C:1](O)(=O)[C:2]#[C:3]C.C[N:8]([CH3:11])[CH:9]=[O:10].C(Cl)(=O)C(Cl)=O.N[C:19]1[CH:20]=[C:21]([CH:38]=[CH:39][C:40]=1F)[O:22][C:23]1[CH:24]=[CH:25][C:26]2[N:27]([CH:29]=[C:30]([NH:32][C:33]([CH:35]3[CH2:37][CH2:36]3)=[O:34])[N:31]=2)[N:28]=1, predict the reaction product. The product is: [C:9]([NH:8][C:11]1[CH:20]=[C:21]([CH:38]=[CH:39][C:40]=1[CH3:19])[O:22][C:23]1[CH:24]=[CH:25][C:26]2[N:27]([CH:29]=[C:30]([NH:32][C:33]([CH:35]3[CH2:36][CH2:37]3)=[O:34])[N:31]=2)[N:28]=1)(=[O:10])[C:1]#[C:2][CH3:3]. (7) The product is: [Cl:2][C:3]1[C:4]([NH:9][NH:10][C:13](=[O:14])[C:12]([F:23])([F:22])[F:11])=[N:5][CH:6]=[CH:7][N:8]=1. Given the reactants Cl.[Cl:2][C:3]1[C:4]([NH:9][NH2:10])=[N:5][CH:6]=[CH:7][N:8]=1.[F:11][C:12]([F:23])([F:22])[C:13](O[C:13](=[O:14])[C:12]([F:23])([F:22])[F:11])=[O:14].O, predict the reaction product.